From a dataset of NCI-60 drug combinations with 297,098 pairs across 59 cell lines. Regression. Given two drug SMILES strings and cell line genomic features, predict the synergy score measuring deviation from expected non-interaction effect. (1) Drug 1: CC1=C(C=C(C=C1)NC2=NC=CC(=N2)N(C)C3=CC4=NN(C(=C4C=C3)C)C)S(=O)(=O)N.Cl. Drug 2: CC1=C(C=C(C=C1)C(=O)NC2=CC(=CC(=C2)C(F)(F)F)N3C=C(N=C3)C)NC4=NC=CC(=N4)C5=CN=CC=C5. Cell line: HT29. Synergy scores: CSS=2.36, Synergy_ZIP=2.86, Synergy_Bliss=3.71, Synergy_Loewe=-1.84, Synergy_HSA=-1.38. (2) Synergy scores: CSS=70.2, Synergy_ZIP=-12.3, Synergy_Bliss=-21.8, Synergy_Loewe=-21.2, Synergy_HSA=-17.7. Cell line: RPMI-8226. Drug 1: C1=C(C(=O)NC(=O)N1)F. Drug 2: C(CCl)NC(=O)N(CCCl)N=O. (3) Drug 1: COC1=CC(=CC(=C1O)OC)C2C3C(COC3=O)C(C4=CC5=C(C=C24)OCO5)OC6C(C(C7C(O6)COC(O7)C8=CC=CS8)O)O. Drug 2: CC(C)CN1C=NC2=C1C3=CC=CC=C3N=C2N. Cell line: A498. Synergy scores: CSS=30.7, Synergy_ZIP=4.27, Synergy_Bliss=5.08, Synergy_Loewe=-6.23, Synergy_HSA=3.73. (4) Drug 1: C1=CC(=C2C(=C1NCCNCCO)C(=O)C3=C(C=CC(=C3C2=O)O)O)NCCNCCO. Drug 2: CN(CCCl)CCCl.Cl. Cell line: TK-10. Synergy scores: CSS=30.4, Synergy_ZIP=-7.28, Synergy_Bliss=-4.73, Synergy_Loewe=-14.2, Synergy_HSA=-2.37. (5) Drug 1: CN1C(=O)N2C=NC(=C2N=N1)C(=O)N. Drug 2: CCN(CC)CCNC(=O)C1=C(NC(=C1C)C=C2C3=C(C=CC(=C3)F)NC2=O)C. Cell line: DU-145. Synergy scores: CSS=-5.38, Synergy_ZIP=0.382, Synergy_Bliss=-5.49, Synergy_Loewe=-7.58, Synergy_HSA=-7.15. (6) Drug 1: CCCCCOC(=O)NC1=NC(=O)N(C=C1F)C2C(C(C(O2)C)O)O. Drug 2: CC12CCC3C(C1CCC2OP(=O)(O)O)CCC4=C3C=CC(=C4)OC(=O)N(CCCl)CCCl.[Na+]. Cell line: MOLT-4. Synergy scores: CSS=-5.34, Synergy_ZIP=4.56, Synergy_Bliss=-0.364, Synergy_Loewe=-10.5, Synergy_HSA=-10.5.